From a dataset of Catalyst prediction with 721,799 reactions and 888 catalyst types from USPTO. Predict which catalyst facilitates the given reaction. (1) Reactant: [NH2:1][C:2]1[N:10]=[C:9]([NH:11][CH2:12][CH2:13][CH2:14][CH3:15])[N:8]=[C:7]2[C:3]=1[N:4]=[CH:5][N:6]2[CH2:16][C:17]1[CH:26]=[CH:25][C:20]([C:21]([O:23][CH3:24])=[O:22])=[CH:19][CH:18]=1.[Br:27]Br.[O-]S([O-])(=S)=O.[Na+].[Na+]. Product: [NH2:1][C:2]1[N:10]=[C:9]([NH:11][CH2:12][CH2:13][CH2:14][CH3:15])[N:8]=[C:7]2[C:3]=1[N:4]=[C:5]([Br:27])[N:6]2[CH2:16][C:17]1[CH:18]=[CH:19][C:20]([C:21]([O:23][CH3:24])=[O:22])=[CH:25][CH:26]=1. The catalyst class is: 22. (2) Reactant: [CH2:1]([NH:3][C:4](=O)[CH2:5][NH:6][C:7]([C:9]1[CH:10]=[N:11][CH:12]=[CH:13][CH:14]=1)=[S:8])[CH3:2].P(Cl)(Cl)(Cl)=O.FC(F)(F)C(O)=O.C(=O)(O)[O-].[Na+]. Product: [CH2:1]([NH:3][C:4]1[S:8][C:7]([C:9]2[CH:10]=[N:11][CH:12]=[CH:13][CH:14]=2)=[N:6][CH:5]=1)[CH3:2]. The catalyst class is: 47.